Dataset: Forward reaction prediction with 1.9M reactions from USPTO patents (1976-2016). Task: Predict the product of the given reaction. The product is: [C:47]([O:46][C:44]([NH:43][CH2:17][CH2:18][N:4]1[C:5]([C:12]([O:14][CH2:15][CH3:16])=[O:13])=[C:6]([C:7]([O:9][CH2:10][CH3:11])=[O:8])[C:2]([I:1])=[N:3]1)=[O:45])([CH3:48])([CH3:49])[CH3:50]. Given the reactants [I:1][C:2]1[C:6]([C:7]([O:9][CH2:10][CH3:11])=[O:8])=[C:5]([C:12]([O:14][CH2:15][CH3:16])=[O:13])[NH:4][N:3]=1.[C:17]1(P(C2C=CC=CC=2)C2C=CC=CC=2)C=CC=C[CH:18]=1.[CH3:48][CH:47]([O:46][C:44](/[N:43]=[N:43]/[C:44]([O:46][CH:47]([CH3:49])[CH3:48])=[O:45])=[O:45])[CH3:49].[C:50](=O)(OCC(C(C)(C)C)O)N, predict the reaction product.